Task: Predict which catalyst facilitates the given reaction.. Dataset: Catalyst prediction with 721,799 reactions and 888 catalyst types from USPTO (1) Reactant: [CH:1]1([N:4]([CH:15]2[CH2:20][CH2:19][CH:18]([CH2:21]C(OC)=O)[CH2:17][CH2:16]2)[C:5](=[O:14])[C:6]2[CH:11]=[CH:10][C:9]([CH3:12])=[CH:8][C:7]=2[F:13])[CH2:3][CH2:2]1.[CH3:26][Mg]Br.C([O:31][CH2:32][CH3:33])C. Product: [CH:1]1([N:4]([C@H:15]2[CH2:20][CH2:19][C@H:18]([CH2:21][C:32]([OH:31])([CH3:33])[CH3:26])[CH2:17][CH2:16]2)[C:5](=[O:14])[C:6]2[CH:11]=[CH:10][C:9]([CH3:12])=[CH:8][C:7]=2[F:13])[CH2:3][CH2:2]1. The catalyst class is: 1. (2) Reactant: C([Si](C1C=CC=CC=1)(C1C=CC=CC=1)[O:6][C@@H:7]1[CH2:27][N:10]2[C:11](=[O:26])[N:12]([C:14]3[CH:19]=[CH:18][C:17]([O:20][CH2:21][C:22]([F:25])([F:24])[F:23])=[CH:16][CH:15]=3)[CH2:13][C@H:9]2[CH2:8]1)(C)(C)C.CCCC[N+](CCCC)(CCCC)CCCC.[F-]. Product: [OH:6][C@@H:7]1[CH2:27][N:10]2[C:11](=[O:26])[N:12]([C:14]3[CH:15]=[CH:16][C:17]([O:20][CH2:21][C:22]([F:25])([F:23])[F:24])=[CH:18][CH:19]=3)[CH2:13][C@H:9]2[CH2:8]1. The catalyst class is: 1. (3) Reactant: [C:1]1([C:7]2[C:16]3[CH:15]=[CH:14][CH:13]=[C:12]([NH2:17])[C:11]=3[CH:10]=[CH:9][N:8]=2)[CH:6]=[CH:5][CH:4]=[CH:3][CH:2]=1.Cl[C:19]1[N:28]=[CH:27][C:26]([CH:29]2[CH2:31][CH2:30]2)=[CH:25][C:20]=1[C:21]([O:23][CH3:24])=[O:22].C(=O)([O-])[O-].[Cs+].[Cs+]. Product: [CH:29]1([C:26]2[CH:27]=[N:28][C:19]([NH:17][C:12]3[CH:13]=[CH:14][CH:15]=[C:16]4[C:11]=3[CH:10]=[CH:9][N:8]=[C:7]4[C:1]3[CH:2]=[CH:3][CH:4]=[CH:5][CH:6]=3)=[C:20]([CH:25]=2)[C:21]([O:23][CH3:24])=[O:22])[CH2:30][CH2:31]1. The catalyst class is: 187. (4) Reactant: [N:1]([C@@H:4]([CH2:24][C:25]1[CH:30]=[CH:29][C:28]([O:31][CH2:32][CH2:33][OH:34])=[CH:27][CH:26]=1)[C:5]([NH:7][C@@H:8]([CH2:13][C:14]1[CH:19]=[CH:18][C:17]([C:20]([F:23])([F:22])[F:21])=[CH:16][CH:15]=1)[C:9]([O:11][CH3:12])=[O:10])=[O:6])=[N+:2]=[N-:3].C(N(CC)CC)C.[C:42]1([CH3:62])[CH:47]=[CH:46][C:45]([S:48](O[S:48]([C:45]2[CH:46]=[CH:47][C:42]([CH3:62])=[CH:43][CH:44]=2)(=[O:50])=[O:49])(=[O:50])=[O:49])=[CH:44][CH:43]=1. Product: [N:1]([C@@H:4]([CH2:24][C:25]1[CH:26]=[CH:27][C:28]([O:31][CH2:32][CH2:33][O:34][S:48]([C:45]2[CH:46]=[CH:47][C:42]([CH3:62])=[CH:43][CH:44]=2)(=[O:50])=[O:49])=[CH:29][CH:30]=1)[C:5]([NH:7][C@@H:8]([CH2:13][C:14]1[CH:19]=[CH:18][C:17]([C:20]([F:22])([F:21])[F:23])=[CH:16][CH:15]=1)[C:9]([O:11][CH3:12])=[O:10])=[O:6])=[N+:2]=[N-:3]. The catalyst class is: 2. (5) Reactant: [CH3:1][C:2]([CH:4]1[C:9]([CH3:11])([CH3:10])[CH2:8][CH:7]=[CH:6][CH:5]1[CH3:12])=[O:3].C1(C)C=CC(S(O)(=O)=O)=CC=1. Product: [CH3:1][C:2]([C@@H:4]1[C:9]([CH3:11])([CH3:10])[CH2:8][CH:7]=[CH:6][C@H:5]1[CH3:12])=[O:3].[CH3:1][C:2]([CH:4]1[C:9]([CH3:11])([CH3:10])[CH2:8][CH:7]=[CH:6][CH:5]1[CH3:12])=[O:3]. The catalyst class is: 11. (6) Reactant: [CH3:1][N:2]([CH3:5])C=O.C(=O)([O-])[O-].[K+].[K+].[CH3:12][O:13][N:14]=[C:15]([C:32]1[NH:36][N:35]=[N:34][N:33]=1)[C:16]1[CH:21]=[CH:20][CH:19]=[CH:18][C:17]=1[CH2:22][O:23][C:24]1[CH:29]=[C:28]([CH3:30])[CH:27]=[CH:26][C:25]=1[CH3:31].S(OC)(OC)(=O)=O. Product: [CH3:12][O:13][N:14]=[C:15]([C:32]1[N:36]([CH3:1])[N:35]=[N:34][N:33]=1)[C:16]1[CH:21]=[CH:20][CH:19]=[CH:18][C:17]=1[CH2:22][O:23][C:24]1[CH:29]=[C:28]([CH3:30])[CH:27]=[CH:26][C:25]=1[CH3:31].[CH3:12][O:13][N:14]=[C:15]([C:32]1[N:33]=[N:34][N:2]([CH3:5])[N:36]=1)[C:16]1[CH:21]=[CH:20][CH:19]=[CH:18][C:17]=1[CH2:22][O:23][C:24]1[CH:29]=[C:28]([CH3:30])[CH:27]=[CH:26][C:25]=1[CH3:31]. The catalyst class is: 28. (7) Reactant: [Br:1][C:2]1[CH:10]=[C:9]2[C:5]([CH:6]=[C:7]([C:11]([N:13]3[CH2:18][CH2:17][N:16]([S:19]([CH:22]4[CH2:24][CH2:23]4)(=[O:21])=[O:20])[CH2:15][CH2:14]3)=[O:12])[NH:8]2)=[CH:4][C:3]=1[O:25][CH:26]1[CH2:31][CH2:30][N:29]([CH:32]([CH3:34])[CH3:33])[CH2:28][CH2:27]1.[H-].[Na+].Br[CH2:38][CH2:39][O:40][Si:41]([C:44]([CH3:47])([CH3:46])[CH3:45])([CH3:43])[CH3:42]. Product: [Br:1][C:2]1[CH:10]=[C:9]2[C:5]([CH:6]=[C:7]([C:11]([N:13]3[CH2:14][CH2:15][N:16]([S:19]([CH:22]4[CH2:24][CH2:23]4)(=[O:20])=[O:21])[CH2:17][CH2:18]3)=[O:12])[N:8]2[CH2:38][CH2:39][O:40][Si:41]([C:44]([CH3:47])([CH3:46])[CH3:45])([CH3:43])[CH3:42])=[CH:4][C:3]=1[O:25][CH:26]1[CH2:31][CH2:30][N:29]([CH:32]([CH3:34])[CH3:33])[CH2:28][CH2:27]1. The catalyst class is: 9.